Dataset: Experimentally validated miRNA-target interactions with 360,000+ pairs, plus equal number of negative samples. Task: Binary Classification. Given a miRNA mature sequence and a target amino acid sequence, predict their likelihood of interaction. The miRNA is hsa-miR-6516-5p with sequence UUUGCAGUAACAGGUGUGAGCA. The protein sequence of the target gene is MPPPQGDVTALFLGPPGLGKSALIAALCDKDVETLEAPEGRPDSGVPSLRAAGPGLFLGELSCPPAAPGPWAAEANVLVLVLPGPEGNGEPLAPALGEAALAALARGTPLLAVRNLRPGDSQTAAQARDQTAALLNSAGLGAADLFVLPANCGSSDGCEELERLRAALQSQAEALRRLLPPAQDGFEVLGAAELEAVREAFETGGLEAALSWVRSGLERLGSARLDLAVAGKADVGLVVDMLLGLDPGDPGAAPASVPTAPTPFPAPERPNVVLWTVPLGHTGTATTAAAASHPTHYDAL.... Result: 1 (interaction).